This data is from Forward reaction prediction with 1.9M reactions from USPTO patents (1976-2016). The task is: Predict the product of the given reaction. (1) Given the reactants [CH2:1]([O:3][C:4]1[C:5](I)=[CH:6][C:7]([F:23])=[C:8]([CH:22]=1)[C:9]([NH:11][C:12]1[CH:16]=[C:15]([C:17]([F:20])([F:19])[F:18])[N:14]([CH3:21])[N:13]=1)=[O:10])[CH3:2].[CH3:25][C:26]1([CH3:42])[C:30]([CH3:32])([CH3:31])[O:29][B:28]([B:28]2[O:29][C:30]([CH3:32])([CH3:31])[C:26]([CH3:42])([CH3:25])[O:27]2)[O:27]1.C([O-])(=O)C.[K+], predict the reaction product. The product is: [CH2:1]([O:3][C:4]1[C:5]([B:28]2[O:29][C:30]([CH3:32])([CH3:31])[C:26]([CH3:42])([CH3:25])[O:27]2)=[CH:6][C:7]([F:23])=[C:8]([CH:22]=1)[C:9]([NH:11][C:12]1[CH:16]=[C:15]([C:17]([F:20])([F:19])[F:18])[N:14]([CH3:21])[N:13]=1)=[O:10])[CH3:2]. (2) Given the reactants C(OC([O:9][C:10]([NH:12][CH2:13][CH:14]([CH2:19][CH:20]([CH3:22])[CH3:21])[CH2:15][C:16]([OH:18])=[O:17])=[O:11])C)(=O)C(C)C.C(=O)([O-])OC1C=C[CH:28]=[C:27]([CH:31]([O:33][C:34](=[O:38])[CH:35]([CH3:37])[CH3:36])C)[C:26]=1[N+]([O-])=O, predict the reaction product. The product is: [C:34]([O:33][CH:31]([O:11][C:10]([NH:12][CH2:13][CH:14]([CH2:19][CH:20]([CH3:22])[CH3:21])[CH2:15][C:16]([OH:18])=[O:17])=[O:9])[CH:27]([CH3:26])[CH3:28])(=[O:38])[CH:35]([CH3:36])[CH3:37]. (3) Given the reactants Cl[C:2]1[N:7]=[C:6]([NH:8][C:9]2[CH:13]=[C:12]([CH3:14])[NH:11][N:10]=2)[CH:5]=[C:4]([CH3:15])[N:3]=1.[N:16]1[CH:21]=[CH:20][CH:19]=[CH:18][C:17]=1[C:22]1[CH:26]=[C:25]([CH:27]2[CH2:30][CH2:29][NH:28]2)[O:24][N:23]=1.C(N(C(C)C)CC)(C)C, predict the reaction product. The product is: [CH3:15][C:4]1[N:3]=[C:2]([N:28]2[CH2:29][CH2:30][CH:27]2[C:25]2[O:24][N:23]=[C:22]([C:17]3[CH:18]=[CH:19][CH:20]=[CH:21][N:16]=3)[CH:26]=2)[N:7]=[C:6]([NH:8][C:9]2[CH:13]=[C:12]([CH3:14])[NH:11][N:10]=2)[CH:5]=1. (4) Given the reactants Cl.[Cl:2][C:3]1[CH:22]=[C:21]([Cl:23])[CH:20]=[CH:19][C:4]=1[CH2:5][NH:6][C@H:7]1[CH2:11][CH2:10][N:9]([C:12]2[CH:17]=[CH:16][C:15](I)=[CH:14][N:13]=2)[CH2:8]1.[CH3:24][Si:25]([C:28]#[CH:29])([CH3:27])[CH3:26], predict the reaction product. The product is: [Cl:2][C:3]1[CH:22]=[C:21]([Cl:23])[CH:20]=[CH:19][C:4]=1[CH2:5][NH:6][C@H:7]1[CH2:11][CH2:10][N:9]([C:12]2[CH:17]=[CH:16][C:15]([C:29]#[C:28][Si:25]([CH3:27])([CH3:26])[CH3:24])=[CH:14][N:13]=2)[CH2:8]1. (5) Given the reactants [CH2:1]([CH2:11][CH2:12][CH2:13][CH2:14][CH2:15][CH2:16]O)[CH2:2][CH2:3][CH2:4][CH2:5][CH2:6][CH2:7][C:8]([OH:10])=[O:9].[C:18]([O-])(=O)C(C(CC([O-])=O)C([O-])=O)O, predict the reaction product. The product is: [C:8]([O:10][CH3:18])(=[O:9])[CH2:7][CH2:6][CH2:5][CH2:4][CH2:3][CH2:2][CH2:1][CH2:11][CH2:12][CH2:13][CH2:14][CH2:15][CH3:16]. (6) Given the reactants [CH2:1]([N:8]1[CH2:14][CH:13]2[C:15](=O)[CH:10]([CH2:11][O:12]2)[CH2:9]1)[C:2]1[CH:7]=[CH:6][CH:5]=[CH:4][CH:3]=1.Cl.[NH2:18][OH:19].N1C=CC=CC=1, predict the reaction product. The product is: [CH2:1]([N:8]1[CH2:14][CH:13]2[C:15](=[N:18][OH:19])[CH:10]([CH2:11][O:12]2)[CH2:9]1)[C:2]1[CH:7]=[CH:6][CH:5]=[CH:4][CH:3]=1. (7) The product is: [O:1]([C:8]1[CH:13]=[CH:12][C:11]([CH2:14][NH:15][C:16](=[O:25])[C:17]2[CH:22]=[CH:21][C:20]([O:32][CH2:28][CH2:29][CH2:30][CH3:31])=[N:19][C:18]=2[NH2:24])=[CH:10][CH:9]=1)[C:2]1[CH:7]=[CH:6][CH:5]=[CH:4][CH:3]=1. Given the reactants [O:1]([C:8]1[CH:13]=[CH:12][C:11]([CH2:14][NH:15][C:16](=[O:25])[C:17]2[CH:22]=[CH:21][C:20](Cl)=[N:19][C:18]=2[NH2:24])=[CH:10][CH:9]=1)[C:2]1[CH:7]=[CH:6][CH:5]=[CH:4][CH:3]=1.[H-].[Na+].[CH2:28]([OH:32])[CH2:29][CH2:30][CH3:31].CN1CCCC1=O, predict the reaction product. (8) Given the reactants [Br:1][C:2]1[CH:11]=[CH:10][C:5]([C:6](OC)=[O:7])=[C:4]([CH3:12])[CH:3]=1.[H-].[H-].[H-].[H-].[Li+].[Al+3], predict the reaction product. The product is: [Br:1][C:2]1[CH:11]=[CH:10][C:5]([CH2:6][OH:7])=[C:4]([CH3:12])[CH:3]=1. (9) Given the reactants I[CH2:2][C:3]([CH3:10])([CH3:9])[C:4]([O:6][CH2:7][CH3:8])=[O:5].Br[C:12]1[N:17]=[C:16]([C:18]2[S:19][CH:20]=[C:21]([CH2:23][O:24][CH2:25][O:26][CH2:27][CH2:28][Si:29]([CH3:32])([CH3:31])[CH3:30])[N:22]=2)[CH:15]=[CH:14][CH:13]=1, predict the reaction product. The product is: [CH3:9][C:3]([CH3:10])([CH2:2][C:12]1[CH:13]=[CH:14][CH:15]=[C:16]([C:18]2[S:19][CH:20]=[C:21]([CH2:23][O:24][CH2:25][O:26][CH2:27][CH2:28][Si:29]([CH3:32])([CH3:31])[CH3:30])[N:22]=2)[N:17]=1)[C:4]([O:6][CH2:7][CH3:8])=[O:5]. (10) Given the reactants [C:1]1(=[O:15])[C:14]2[N:6]([N:7]=[C:8]3[C:13]=2[CH:12]=[CH:11][CH:10]=[CH:9]3)[CH2:5][CH2:4][CH2:3][NH:2]1.CS(O[CH2:21][CH:22]1[CH2:27][CH2:26][CH2:25][N:24]([C:28]([O:30][C:31]([CH3:34])([CH3:33])[CH3:32])=[O:29])[CH2:23]1)(=O)=O, predict the reaction product. The product is: [O:15]=[C:1]1[C:14]2[N:6]([N:7]=[C:8]3[C:13]=2[CH:12]=[CH:11][CH:10]=[CH:9]3)[CH2:5][CH2:4][CH2:3][N:2]1[CH2:21][CH:22]1[CH2:27][CH2:26][CH2:25][N:24]([C:28]([O:30][C:31]([CH3:32])([CH3:34])[CH3:33])=[O:29])[CH2:23]1.